From a dataset of Reaction yield outcomes from USPTO patents with 853,638 reactions. Predict the reaction yield, written as a fraction of the theoretical maximum amount of product (1.0 means a 100% yield; for example, 0.34 means a 34% yield). (1) The reactants are [CH2:1]([O:3][C:4]([O:6][C:7]1[CH:8]=[C:9]([CH2:19][C@H:20]([NH:36]C(OC(C)(C)C)=O)[C:21]([O:23][C@H:24]([CH3:35])[CH2:25][O:26][C:27]([C:29]2[CH:34]=[CH:33][CH:32]=[CH:31][CH:30]=2)=[O:28])=[O:22])[CH:10]=[CH:11][C:12]=1[O:13][C:14]([O:16][CH2:17][CH3:18])=[O:15])=[O:5])[CH3:2].[ClH:44]. The catalyst is O1CCOCC1. The product is [ClH:44].[NH2:36][C@@H:20]([CH2:19][C:9]1[CH:10]=[CH:11][C:12]([O:13][C:14]([O:16][CH2:17][CH3:18])=[O:15])=[C:7]([O:6][C:4]([O:3][CH2:1][CH3:2])=[O:5])[CH:8]=1)[C:21]([O:23][C@H:24]([CH3:35])[CH2:25][O:26][C:27]([C:29]1[CH:34]=[CH:33][CH:32]=[CH:31][CH:30]=1)=[O:28])=[O:22]. The yield is 1.00. (2) The reactants are [Cl:1][C:2]1[N:3]=[C:4]([N:12]2[CH2:17][CH2:16][O:15][CH2:14][CH2:13]2)[C:5]2[S:10][C:9](I)=[CH:8][C:6]=2[N:7]=1.[CH3:18][S:19]([C:22]1[CH:23]=[C:24](B(O)O)[CH:25]=[CH:26][CH:27]=1)(=[O:21])=[O:20]. The catalyst is C([O-])([O-])=O.[Na+].[Na+].C(#N)C.Cl[Pd](Cl)([P](C1C=CC=CC=1)(C1C=CC=CC=1)C1C=CC=CC=1)[P](C1C=CC=CC=1)(C1C=CC=CC=1)C1C=CC=CC=1. The product is [Cl:1][C:2]1[N:3]=[C:4]([N:12]2[CH2:17][CH2:16][O:15][CH2:14][CH2:13]2)[C:5]2[S:10][C:9]([C:26]3[CH:25]=[CH:24][CH:23]=[C:22]([S:19]([CH3:18])(=[O:21])=[O:20])[CH:27]=3)=[CH:8][C:6]=2[N:7]=1. The yield is 0.800. (3) The reactants are [CH3:1][C:2]1[CH:7]=[CH:6][C:5]([NH:8][C:9]2[CH:14]=[CH:13][CH:12]=[CH:11][N:10]=2)=[CH:4][C:3]=1[OH:15].C([O-])([O-])=O.[Cs+].[Cs+].Br[CH2:23][CH:24]=[C:25]([CH3:27])[CH3:26]. The catalyst is CC(C)=O. The product is [CH3:1][C:2]1[CH:7]=[CH:6][C:5]([NH:8][C:9]2[CH:14]=[CH:13][CH:12]=[CH:11][N:10]=2)=[CH:4][C:3]=1[O:15][CH2:23][CH:24]=[C:25]([CH3:27])[CH3:26]. The yield is 0.480. (4) The reactants are Cl.[CH:2]12[NH:8][CH:5]([CH2:6][CH2:7]1)[CH2:4][CH2:3]2.F[C:10]1[CH:15]=[CH:14][C:13]([N+:16]([O-:18])=[O:17])=[C:12]([C:19]([F:22])([F:21])[F:20])[CH:11]=1.C(N(CC)CC)C. The catalyst is C(#N)C. The product is [N+:16]([C:13]1[CH:14]=[CH:15][C:10]([N:8]2[CH:5]3[CH2:6][CH2:7][CH:2]2[CH2:3][CH2:4]3)=[CH:11][C:12]=1[C:19]([F:20])([F:21])[F:22])([O-:18])=[O:17]. The yield is 0.880. (5) The reactants are [CH:1]1([CH2:4][O:5][C:6]2[N:11]=[C:10]([C:12]([OH:14])=O)[CH:9]=[CH:8][C:7]=2[N:15]2[CH2:18][C:17]([F:20])([F:19])[CH2:16]2)[CH2:3][CH2:2]1.Cl.[F:22][C:23]([F:32])([F:31])[CH:24]([CH:26]1[CH2:30][CH2:29][NH:28][CH2:27]1)[OH:25]. No catalyst specified. The product is [CH:1]1([CH2:4][O:5][C:6]2[N:11]=[C:10]([C:12]([N:28]3[CH2:29][CH2:30][CH:26]([CH:24]([OH:25])[C:23]([F:31])([F:32])[F:22])[CH2:27]3)=[O:14])[CH:9]=[CH:8][C:7]=2[N:15]2[CH2:18][C:17]([F:20])([F:19])[CH2:16]2)[CH2:2][CH2:3]1. The yield is 0.460. (6) The catalyst is CO.ClCCCl. The product is [O:1]=[C:2]1[N:6]([C:7]2[CH:8]=[CH:9][C:10]3[S:15][CH2:14][C:13](=[O:16])[NH:12][C:11]=3[CH:17]=2)[CH2:5][C@@H:4]([CH2:18][CH2:19][CH2:20][NH:21][C@H:22]2[C:32]3[C:33]4[N:24]([C:25](=[O:34])[CH2:26][NH:27][C:28]=4[CH:29]=[CH:30][CH:31]=3)[CH2:23]2)[O:3]1. The yield is 0.780. The reactants are [O:1]=[C:2]1[N:6]([C:7]2[CH:8]=[CH:9][C:10]3[S:15][CH2:14][C:13](=[O:16])[NH:12][C:11]=3[CH:17]=2)[CH2:5][C@@H:4]([CH2:18][CH2:19][CH2:20][NH:21][C@H:22]2[C:32]3[C:33]4[N:24]([C:25](=[O:34])[CH:26]=[N:27][C:28]=4[CH:29]=[CH:30][CH:31]=3)[CH2:23]2)[O:3]1.[BH4-].[Na+]. (7) The reactants are [F:1][C:2]1[C:7](/[CH:8]=[CH:9]/[C:10]([O:12][CH3:13])=[O:11])=[CH:6][CH:5]=[CH:4][N:3]=1.[N+:14]([CH3:17])([O-:16])=[O:15].CN(C)C(N(C)C)=N. The catalyst is CCOC(C)=O.O. The product is [F:1][C:2]1[C:7]([CH:8]([CH2:17][N+:14]([O-:16])=[O:15])[CH2:9][C:10]([O:12][CH3:13])=[O:11])=[CH:6][CH:5]=[CH:4][N:3]=1. The yield is 0.790. (8) The reactants are [CH2:1]([N:3]([CH2:6][CH3:7])[CH2:4][CH3:5])[CH3:2].CS(Cl)(=O)=O.[NH:13]([C:20]1[C:25]([Br:26])=[CH:24][N:23]=[C:22]([NH:27][C:28]2[CH:33]=[CH:32][C:31]([CH2:34][O:35]CCO)=[CH:30][CH:29]=2)[N:21]=1)[C:14]1[CH:19]=[CH:18][CH:17]=[CH:16][CH:15]=1.C(NCC)C. The catalyst is C(Cl)Cl. The product is [NH:13]([C:20]1[C:25]([Br:26])=[CH:24][N:23]=[C:22]([NH:27][C:28]2[CH:29]=[CH:30][C:31]([CH2:34][O:35][CH2:2][CH2:1][N:3]([CH2:6][CH3:7])[CH2:4][CH3:5])=[CH:32][CH:33]=2)[N:21]=1)[C:14]1[CH:19]=[CH:18][CH:17]=[CH:16][CH:15]=1. The yield is 0.340.